The task is: Predict the reaction yield, written as a fraction of the theoretical maximum amount of product (1.0 means a 100% yield; for example, 0.34 means a 34% yield).. This data is from Reaction yield outcomes from USPTO patents with 853,638 reactions. (1) The product is [Cl:12][Si:2]([Cl:11])([CH2:3][CH:4]([CH2:9][CH3:10])[CH2:5][CH2:6][CH2:7][CH3:8])[CH2:13][CH2:14][CH2:15][CH2:16][CH2:17][CH2:18][CH2:19][CH3:20]. The catalyst is O1CCCC1.C(OCC)C. The reactants are Cl[Si:2]([Cl:12])([Cl:11])[CH2:3][CH:4]([CH2:9][CH3:10])[CH2:5][CH2:6][CH2:7][CH3:8].[CH2:13]([Mg]Br)[CH2:14][CH2:15][CH2:16][CH2:17][CH2:18][CH2:19][CH3:20]. The yield is 0.490. (2) The reactants are [N:1]([CH2:4][C@@H:5]([NH:14][C:15](=[O:21])[O:16][C:17]([CH3:20])([CH3:19])[CH3:18])[CH2:6][C@@H:7]1[CH2:13][CH2:12][CH2:11][CH2:10][O:9][CH2:8]1)=[N+]=[N-]. The catalyst is CO.[Pd]. The product is [NH2:1][CH2:4][C@@H:5]([NH:14][C:15](=[O:21])[O:16][C:17]([CH3:19])([CH3:18])[CH3:20])[CH2:6][C@@H:7]1[CH2:13][CH2:12][CH2:11][CH2:10][O:9][CH2:8]1. The yield is 0.830. (3) The reactants are Br[CH2:2][C:3]([CH3:20])=[CH:4][CH2:5][C:6]1[C:14]([OH:15])=[C:13]2[C:9]([CH2:10][O:11][C:12]2=[O:16])=[C:8]([CH3:17])[C:7]=1[O:18][CH3:19].[CH3:21][O:22][P:23]([O:26]C)[O:24][CH3:25]. No catalyst specified. The product is [CH3:21][O:22][P:23]([CH2:2][C:3]([CH3:20])=[CH:4][CH2:5][C:6]1[C:14]([OH:15])=[C:13]2[C:9](=[C:8]([CH3:17])[C:7]=1[O:18][CH3:19])[CH2:10][O:11][C:12]2=[O:16])(=[O:26])[O:24][CH3:25]. The yield is 0.600. (4) The reactants are [C:1]([NH:4][C@@H:5]1[CH2:9][C@H:8]([C:10]([O:12]CC)=[O:11])[C@H:7]([CH2:15][CH3:16])[CH2:6]1)(=[O:3])[CH3:2].[OH-].[Na+]. The catalyst is Cl. The product is [C:1]([NH:4][C@@H:5]1[CH2:9][C@H:8]([C:10]([OH:12])=[O:11])[C@H:7]([CH2:15][CH3:16])[CH2:6]1)(=[O:3])[CH3:2]. The yield is 0.880. (5) The product is [CH2:1]([O:23][C:24]1[CH:25]=[C:26]([CH:29]=[C:30]([O:32][CH2:33][CH2:34][CH2:35][CH2:36][CH2:37][CH2:38][CH2:39][CH2:40][CH2:41][CH2:42][CH2:43][CH2:44][CH2:45][CH2:46][CH2:47][CH2:48][CH2:49][CH2:50][CH2:51][CH2:52][CH2:53][CH3:54])[CH:31]=1)[CH2:27][C:56]1[CH:63]=[C:62]([O:64][CH3:65])[CH:61]=[CH:60][C:57]=1[CH:58]=[O:59])[CH2:2][CH2:3][CH2:4][CH2:5][CH2:6][CH2:7][CH2:8][CH2:9][CH2:10][CH2:11][CH2:12][CH2:13][CH2:14][CH2:15][CH2:16][CH2:17][CH2:18][CH2:19][CH2:20][CH2:21][CH3:22]. The catalyst is CN(C=O)C. The reactants are [CH2:1]([O:23][C:24]1[CH:25]=[C:26]([CH:29]=[C:30]([O:32][CH2:33][CH2:34][CH2:35][CH2:36][CH2:37][CH2:38][CH2:39][CH2:40][CH2:41][CH2:42][CH2:43][CH2:44][CH2:45][CH2:46][CH2:47][CH2:48][CH2:49][CH2:50][CH2:51][CH2:52][CH2:53][CH3:54])[CH:31]=1)[CH2:27]Cl)[CH2:2][CH2:3][CH2:4][CH2:5][CH2:6][CH2:7][CH2:8][CH2:9][CH2:10][CH2:11][CH2:12][CH2:13][CH2:14][CH2:15][CH2:16][CH2:17][CH2:18][CH2:19][CH2:20][CH2:21][CH3:22].O[C:56]1[CH:63]=[C:62]([O:64][CH3:65])[CH:61]=[CH:60][C:57]=1[CH:58]=[O:59].C(=O)([O-])[O-].[K+].[K+]. The yield is 0.970.